This data is from Hepatocyte clearance measurements from AstraZeneca. The task is: Regression/Classification. Given a drug SMILES string, predict its absorption, distribution, metabolism, or excretion properties. Task type varies by dataset: regression for continuous measurements (e.g., permeability, clearance, half-life) or binary classification for categorical outcomes (e.g., BBB penetration, CYP inhibition). For this dataset (clearance_hepatocyte_az), we predict log10(clearance) (log10 of the in vitro intrinsic clearance, CLint, in uL/min per 10^6 hepatocytes; values are censored to the assay range of 3 to 150, which is 0.477 to 2.18 on this log10 scale). (1) The compound is O=C1Nc2ccc(Cl)cc2C(c2ccccc2)=NC1O. The log10(clearance) is 0.930. (2) The molecule is CC(C)C(=O)Nc1nc(-c2ccccn2)cc2ccccc12. The log10(clearance) is 1.79.